Dataset: Reaction yield outcomes from USPTO patents with 853,638 reactions. Task: Predict the reaction yield, written as a fraction of the theoretical maximum amount of product (1.0 means a 100% yield; for example, 0.34 means a 34% yield). (1) The reactants are [Br-].[CH3:2][C:3]1[CH:4]=[C:5]([S+:24]2[C:28]3[CH:29]=[CH:30][CH:31]=[CH:32][C:27]=3[C:26]3[CH:33]=[CH:34][CH:35]=[CH:36][C:25]2=3)[CH:6]=[C:7]([CH3:23])[C:8]=1[O:9][CH2:10][C:11](=[O:22])[O:12][C:13]([C:16]1[CH:21]=[CH:20][CH:19]=[CH:18][CH:17]=1)([CH3:15])[CH3:14].[F:37][C:38]([F:50])([S:46]([O-:49])(=[O:48])=[O:47])[CH2:39][O:40][C:41](=[O:45])[C:42]([CH3:44])=[CH2:43].C([NH+](CC)CC)C.O. The catalyst is ClCCl. The product is [F:50][C:38]([F:37])([S:46]([O-:49])(=[O:48])=[O:47])[CH2:39][O:40][C:41](=[O:45])[C:42]([CH3:44])=[CH2:43].[CH3:23][C:7]1[CH:6]=[C:5]([S+:24]2[C:28]3[CH:29]=[CH:30][CH:31]=[CH:32][C:27]=3[C:26]3[CH:33]=[CH:34][CH:35]=[CH:36][C:25]2=3)[CH:4]=[C:3]([CH3:2])[C:8]=1[O:9][CH2:10][C:11](=[O:22])[O:12][C:13]([C:16]1[CH:17]=[CH:18][CH:19]=[CH:20][CH:21]=1)([CH3:15])[CH3:14]. The yield is 0.800. (2) The reactants are C[O:2][C:3](=[O:38])[C@@H:4]([NH:15][C:16](=[O:37])[C:17]1[CH:22]=[CH:21][C:20]([I:23])=[CH:19][C:18]=1[NH:24][S:25]([C:28]1[C:33]2=[N:34][S:35][N:36]=[C:32]2[CH:31]=[CH:30][CH:29]=1)(=[O:27])=[O:26])[C:5]([C:8]1[CH:13]=[CH:12][C:11]([Cl:14])=[CH:10][CH:9]=1)([CH3:7])[CH3:6].N1SN=C2C(S(NC3C=C(I)C=CC=3C(O)=O)(=O)=O)=CC=CC=12.COC(=O)[C@@H](N)C(C1C=CC(Cl)=CC=1)(C)C. No catalyst specified. The product is [N:36]1[S:35][N:34]=[C:33]2[C:28]([S:25]([NH:24][C:18]3[CH:19]=[C:20]([I:23])[CH:21]=[CH:22][C:17]=3[C:16]([NH:15][C@@H:4]([C:5]([C:8]3[CH:9]=[CH:10][C:11]([Cl:14])=[CH:12][CH:13]=3)([CH3:7])[CH3:6])[C:3]([OH:38])=[O:2])=[O:37])(=[O:27])=[O:26])=[CH:29][CH:30]=[CH:31][C:32]=12. The yield is 0.900. (3) The reactants are [CH2:1]([O:3][C:4]([C:6]1[CH:7](Br)[C:8]2[C:13]([C:14]=1[C:15]1[CH:20]=[CH:19][CH:18]=[CH:17][CH:16]=1)=[CH:12][CH:11]=[C:10]([O:21][CH3:22])[CH:9]=2)=[O:5])[CH3:2].[NH:24]1[CH2:29][CH2:28][O:27][CH2:26][CH2:25]1. The catalyst is C1COCC1. The product is [CH2:1]([O:3][C:4]([C:6]1[CH:7]([N:24]2[CH2:29][CH2:28][O:27][CH2:26][CH2:25]2)[C:8]2[C:13]([C:14]=1[C:15]1[CH:20]=[CH:19][CH:18]=[CH:17][CH:16]=1)=[CH:12][CH:11]=[C:10]([O:21][CH3:22])[CH:9]=2)=[O:5])[CH3:2]. The yield is 0.830. (4) The reactants are [CH3:1][N:2]([CH3:24])[C:3]1[N:11]=[CH:10][N:9]=[C:8]2[C:4]=1[N:5]=[CH:6][N:7]2[C@H:12]1[C@@H:16]2[O:17][C:18]([CH3:21])([CH3:20])[O:19][C@@H:15]2[C@@H:14]([CH2:22][OH:23])[O:13]1.[H-].[Na+].[C:27]1([CH3:37])[CH:32]=[CH:31][C:30]([S:33](Cl)(=[O:35])=[O:34])=[CH:29][CH:28]=1.O. The catalyst is C1COCC1. The product is [CH3:37][C:27]1[CH:32]=[CH:31][C:30]([S:33]([O:23][CH2:22][C@@H:14]2[C@@H:15]3[C@@H:16]([O:17][C:18]([CH3:21])([CH3:20])[O:19]3)[C@H:12]([N:7]3[CH:6]=[N:5][C:4]4[C:8]3=[N:9][CH:10]=[N:11][C:3]=4[N:2]([CH3:1])[CH3:24])[O:13]2)(=[O:35])=[O:34])=[CH:29][CH:28]=1. The yield is 0.880. (5) The reactants are [OH:1][CH:2]([C:7]1[N:12]([CH3:13])[C:11](=[O:14])[C:10]2[NH:15][CH:16]=[CH:17][C:9]=2[C:8]=1[C:18]1[CH:23]=[CH:22][C:21]([CH3:24])=[CH:20][CH:19]=1)[C:3]([O:5][CH3:6])=[O:4].C(O[C:29]([CH3:32])([CH3:31])[CH3:30])(=O)C.Cl(O)(=O)(=O)=O. The yield is 0.649. No catalyst specified. The product is [C:29]([O:1][CH:2]([C:7]1[N:12]([CH3:13])[C:11](=[O:14])[C:10]2[NH:15][CH:16]=[CH:17][C:9]=2[C:8]=1[C:18]1[CH:19]=[CH:20][C:21]([CH3:24])=[CH:22][CH:23]=1)[C:3]([O:5][CH3:6])=[O:4])([CH3:32])([CH3:31])[CH3:30]. (6) The reactants are C(OC([N:8]1[CH2:12][C@@H:11]([CH2:13][O:14][CH3:15])[CH2:10][C@H:9]1[C:16]1[NH:20][C:19]2[C:21]3[C:26]([CH:27]=[CH:28][C:18]=2[N:17]=1)=[CH:25][C:24]1[C:29]2[C:34]([CH2:35][O:36][C:23]=1[CH:22]=3)=[CH:33][C:32]([C:37]1[CH:38]=[CH:39][C:40]3[N:44]=[C:43]([C@@H:45]4[CH2:49][CH2:48][CH2:47][N:46]4[C:50](=[O:60])[C@@H:51]([NH:55][C:56]([O:58][CH3:59])=[O:57])[CH:52]([CH3:54])[CH3:53])[NH:42][C:41]=3[CH:61]=1)=[CH:31][CH:30]=2)=O)(C)(C)C.Cl.[CH3:63][O:64][C:65]([NH:67][C@H:68]([C:72]1[CH:77]=CC=C[CH:73]=1)[C:69](O)=[O:70])=[O:66].CCOC(C(C#N)=NOC(N1CCOCC1)=[N+](C)C)=O.F[P-](F)(F)(F)(F)F.C(N(C(C)C)CC)(C)C. The catalyst is CN(C=O)C.C(OCC)(=O)C.C(O)C. The product is [CH3:59][O:58][C:56]([NH:55][C@@H:51]([CH:52]([CH3:53])[CH3:54])[C:50]([N:46]1[CH2:47][CH2:48][CH2:49][C@H:45]1[C:43]1[NH:42][C:41]2[CH:61]=[C:37]([C:32]3[CH:33]=[C:34]4[CH2:35][O:36][C:23]5[CH:22]=[C:21]6[C:26]([CH:27]=[CH:28][C:18]7[N:17]=[C:16]([C@@H:9]8[CH2:10][C@H:11]([CH2:13][O:14][CH3:15])[CH2:12][N:8]8[C@@:68]([NH:67][C:65](=[O:66])[O:64][CH3:63])([CH:72]([CH3:77])[CH3:73])[CH:69]=[O:70])[NH:20][C:19]=76)=[CH:25][C:24]=5[C:29]4=[CH:30][CH:31]=3)[CH:38]=[CH:39][C:40]=2[N:44]=1)=[O:60])=[O:57]. The yield is 0.400. (7) The yield is 0.556. The catalyst is CO.[Zn]. The reactants are [C:1]([CH2:3][C:4]1[C:12]2[C:7](=[CH:8][CH:9]=[CH:10][CH:11]=2)[N:6]([CH2:13][C@@H:14]([NH:16][S:17]([C:20]2[C:25]([N+:26]([O-])=O)=[CH:24][C:23]([CH3:29])=[CH:22][C:21]=2[CH3:30])(=[O:19])=[O:18])[CH3:15])[CH:5]=1)#[N:2].Cl. The product is [NH2:26][C:25]1[CH:24]=[C:23]([CH3:29])[CH:22]=[C:21]([CH3:30])[C:20]=1[S:17]([NH:16][C@@H:14]([CH3:15])[CH2:13][N:6]1[C:7]2[C:12](=[CH:11][CH:10]=[CH:9][CH:8]=2)[C:4]([CH2:3][C:1]#[N:2])=[CH:5]1)(=[O:19])=[O:18].